From a dataset of Catalyst prediction with 721,799 reactions and 888 catalyst types from USPTO. Predict which catalyst facilitates the given reaction. (1) Reactant: C([O:3][C:4](=[O:43])[CH2:5][O:6][C:7]1[CH:12]=[CH:11][C:10]([S:13][C:14]2[CH:19]=[C:18]([C:20]#[C:21][C:22]3[CH:27]=[CH:26][C:25]([S:28]([CH3:31])(=[O:30])=[O:29])=[CH:24][CH:23]=3)[CH:17]=[C:16]([O:32][CH2:33][CH2:34][C:35]3[CH:40]=[CH:39][C:38]([Cl:41])=[CH:37][CH:36]=3)[CH:15]=2)=[CH:9][C:8]=1[CH3:42])C.[OH-].[Na+].Cl. Product: [Cl:41][C:38]1[CH:39]=[CH:40][C:35]([CH2:34][CH2:33][O:32][C:16]2[CH:15]=[C:14]([S:13][C:10]3[CH:11]=[CH:12][C:7]([O:6][CH2:5][C:4]([OH:43])=[O:3])=[C:8]([CH3:42])[CH:9]=3)[CH:19]=[C:18]([C:20]#[C:21][C:22]3[CH:23]=[CH:24][C:25]([S:28]([CH3:31])(=[O:30])=[O:29])=[CH:26][CH:27]=3)[CH:17]=2)=[CH:36][CH:37]=1. The catalyst class is: 8. (2) Reactant: [CH3:1][O:2][C:3]1[CH:4]=[C:5]2[C:13](=[CH:14][CH:15]=1)[NH:12][C:11]1[CH:10]=[CH:9][C:8]([CH:16]=[O:17])=[CH:7][C:6]2=1.C(=O)([O-])[O-].[Cs+].[Cs+].I[CH2:25][CH3:26]. Product: [CH2:25]([N:12]1[C:11]2[CH:10]=[CH:9][C:8]([CH:16]=[O:17])=[CH:7][C:6]=2[C:5]2[C:13]1=[CH:14][CH:15]=[C:3]([O:2][CH3:1])[CH:4]=2)[CH3:26]. The catalyst class is: 3. (3) Reactant: [CH2:1]([S:8][C:9]1[N:14]=[C:13](Cl)[CH:12]=[C:11]([Cl:16])[N:10]=1)[C:2]1[CH:7]=[CH:6][CH:5]=[CH:4][CH:3]=1.[Cl:17][C:18]1[CH:19]=[C:20](B(O)O)[CH:21]=[CH:22][C:23]=1[F:24].[O-]P([O-])([O-])=O.[K+].[K+].[K+]. Product: [CH2:1]([S:8][C:9]1[N:10]=[C:11]([Cl:16])[CH:12]=[C:13]([C:20]2[CH:21]=[CH:22][C:23]([F:24])=[C:18]([Cl:17])[CH:19]=2)[N:14]=1)[C:2]1[CH:3]=[CH:4][CH:5]=[CH:6][CH:7]=1. The catalyst class is: 77. (4) Reactant: Br[C:2]1[CH:7]=[C:6]([C:8]2[N:9]=[C:10]([NH:13][C:14]3[CH:19]=[CH:18][CH:17]=[C:16]([CH3:20])[CH:15]=3)[S:11][CH:12]=2)[CH:5]=[CH:4][N:3]=1.[CH3:21][N:22]1[CH2:27][CH2:26][NH:25][CH2:24][CH2:23]1. Product: [CH3:20][C:16]1[CH:15]=[C:14]([NH:13][C:10]2[S:11][CH:12]=[C:8]([C:6]3[CH:5]=[CH:4][N:3]=[C:2]([N:25]4[CH2:26][CH2:27][N:22]([CH3:21])[CH2:23][CH2:24]4)[CH:7]=3)[N:9]=2)[CH:19]=[CH:18][CH:17]=1. The catalyst class is: 6. (5) Reactant: [CH3:1][O:2][C:3]([NH:5][C@H:6]([C:20]([NH:22][CH2:23][CH2:24][CH:25]([F:34])[CH2:26][C@@H:27]([C:29]([O:31][CH2:32][CH3:33])=[O:30])[NH2:28])=[O:21])[CH:7]([C:14]1[CH:19]=[CH:18][CH:17]=[CH:16][CH:15]=1)[C:8]1[CH:13]=[CH:12][CH:11]=[CH:10][CH:9]=1)=[O:4].[N+:35]([C:38]1[CH:43]=[CH:42][C:41]([S:44](Cl)(=[O:46])=[O:45])=[CH:40][CH:39]=1)([O-:37])=[O:36]. Product: [CH3:1][O:2][C:3]([NH:5][C@H:6]([C:20]([NH:22][CH2:23][CH2:24][CH:25]([F:34])[CH2:26][C@@H:27]([C:29]([O:31][CH2:32][CH3:33])=[O:30])[NH:28][S:44]([C:41]1[CH:40]=[CH:39][C:38]([N+:35]([O-:37])=[O:36])=[CH:43][CH:42]=1)(=[O:45])=[O:46])=[O:21])[CH:7]([C:14]1[CH:15]=[CH:16][CH:17]=[CH:18][CH:19]=1)[C:8]1[CH:13]=[CH:12][CH:11]=[CH:10][CH:9]=1)=[O:4]. The catalyst class is: 383. (6) Reactant: [CH2:1]([NH:8][CH2:9][C:10]1[CH:11]=[C:12]2[C:16](=[CH:17][C:18]=1[NH2:19])[N:15]([C:20]([C:33]1[CH:38]=[CH:37][CH:36]=[CH:35][CH:34]=1)([C:27]1[CH:32]=[CH:31][CH:30]=[CH:29][CH:28]=1)[C:21]1[CH:26]=[CH:25][CH:24]=[CH:23][CH:22]=1)[N:14]=[C:13]2[C:39]1[CH:44]=[CH:43][N:42]=[CH:41][CH:40]=1)[C:2]1[CH:7]=[CH:6][CH:5]=[CH:4][CH:3]=1.CCN(CC)CC.C1N=CN([C:57](N2C=NC=C2)=[O:58])C=1. Product: [CH2:1]([N:8]1[CH2:9][C:10]2[C:18](=[CH:17][C:16]3[N:15]([C:20]([C:27]4[CH:32]=[CH:31][CH:30]=[CH:29][CH:28]=4)([C:33]4[CH:34]=[CH:35][CH:36]=[CH:37][CH:38]=4)[C:21]4[CH:26]=[CH:25][CH:24]=[CH:23][CH:22]=4)[N:14]=[C:13]([C:39]4[CH:40]=[CH:41][N:42]=[CH:43][CH:44]=4)[C:12]=3[CH:11]=2)[NH:19][C:57]1=[O:58])[C:2]1[CH:3]=[CH:4][CH:5]=[CH:6][CH:7]=1. The catalyst class is: 2. (7) Reactant: [H-].[Na+].[C:3]([C:7]1[CH:25]=[CH:24][C:10]([C:11]([NH:13][C:14]2[CH:15]=[C:16]([S:20]([OH:23])(=[O:22])=[O:21])[CH:17]=[CH:18][CH:19]=2)=[O:12])=[CH:9][CH:8]=1)([CH3:6])([CH3:5])[CH3:4].I[CH3:27].Cl. Product: [C:3]([C:7]1[CH:25]=[CH:24][C:10]([C:11]([N:13]([C:14]2[CH:15]=[C:16]([S:20]([OH:23])(=[O:22])=[O:21])[CH:17]=[CH:18][CH:19]=2)[CH3:27])=[O:12])=[CH:9][CH:8]=1)([CH3:6])([CH3:4])[CH3:5]. The catalyst class is: 1. (8) Reactant: [H-].[Na+].[CH2:3]([O:5][C:6](=[O:39])[C:7]([CH3:38])([O:9][C:10]1[CH:15]=[CH:14][C:13]([O:16][C:17]2[CH:22]=[CH:21][CH:20]=[C:19]([CH2:23][NH:24][C:25](=[O:36])[C:26]3[CH:31]=[CH:30][C:29]([C:32]([F:35])([F:34])[F:33])=[CH:28][CH:27]=3)[CH:18]=2)=[CH:12][C:11]=1[CH3:37])[CH3:8])[CH3:4].[CH3:40]I.Cl. Product: [CH2:3]([O:5][C:6](=[O:39])[C:7]([CH3:38])([O:9][C:10]1[CH:15]=[CH:14][C:13]([O:16][C:17]2[CH:22]=[CH:21][CH:20]=[C:19]([CH2:23][N:24]([CH3:40])[C:25](=[O:36])[C:26]3[CH:27]=[CH:28][C:29]([C:32]([F:35])([F:33])[F:34])=[CH:30][CH:31]=3)[CH:18]=2)=[CH:12][C:11]=1[CH3:37])[CH3:8])[CH3:4]. The catalyst class is: 31.